Task: Predict which catalyst facilitates the given reaction.. Dataset: Catalyst prediction with 721,799 reactions and 888 catalyst types from USPTO (1) Reactant: [Br:1][CH2:2][C:3]([CH:5]1[O:10][C:9]2[CH:11]=[CH:12][CH:13]=[CH:14][C:8]=2[O:7][CH2:6]1)=[O:4].[BH4-].[Na+]. Product: [Br:1][CH2:2][CH:3]([CH:5]1[O:10][C:9]2[CH:11]=[CH:12][CH:13]=[CH:14][C:8]=2[O:7][CH2:6]1)[OH:4]. The catalyst class is: 5. (2) Reactant: [Br:1][C:2]1[C:3]([N:10]([CH:19]2[CH2:24][CH2:23][CH2:22][CH2:21][CH2:20]2)[NH:11]C(OC(C)(C)C)=O)=[N:4][C:5]([C:8]#[N:9])=[N:6][CH:7]=1.C1(C)C=CC(S(O)(=O)=O)=CC=1. The catalyst class is: 10. Product: [Br:1][C:2]1[C:3]([N:10]([CH:19]2[CH2:20][CH2:21][CH2:22][CH2:23][CH2:24]2)[NH2:11])=[N:4][C:5]([C:8]#[N:9])=[N:6][CH:7]=1. (3) Reactant: C(Cl)CCl.[N:5]1[C:14]2[NH:13][CH2:12][CH2:11][CH2:10][C:9]=2[CH:8]=[C:7](/[CH:15]=[CH:16]/[C:17]([OH:19])=O)[CH:6]=1.[CH3:20][N:21]1[C:29]2[C:24](=[CH:25][CH:26]=[CH:27][CH:28]=2)[CH:23]=[C:22]1[CH2:30][NH:31][CH3:32].C1C=CC2N(O)N=NC=2C=1.O.CCN(CC)CC. Product: [CH3:32][N:31]([CH2:30][C:22]1[N:21]([CH3:20])[C:29]2[C:24]([CH:23]=1)=[CH:25][CH:26]=[CH:27][CH:28]=2)[C:17](=[O:19])/[CH:16]=[CH:15]/[C:7]1[CH:6]=[N:5][C:14]2[NH:13][CH2:12][CH2:11][CH2:10][C:9]=2[CH:8]=1. The catalyst class is: 3. (4) Reactant: [Mg].Br[CH2:3][C:4]1[CH:9]=[CH:8][CH:7]=[C:6]([F:10])[CH:5]=1.II.[Br:13][C:14]1[CH:15]=[CH:16][C:17]([C:20]([C:22]2[CH:23]=[N:24][CH:25]=[N:26][CH:27]=2)=[O:21])=[N:18][CH:19]=1. Product: [Br:13][C:14]1[CH:15]=[CH:16][C:17]([C:20]([C:22]2[CH:23]=[N:24][CH:25]=[N:26][CH:27]=2)([OH:21])[CH2:3][C:4]2[CH:9]=[CH:8][CH:7]=[C:6]([F:10])[CH:5]=2)=[N:18][CH:19]=1. The catalyst class is: 1.